This data is from Forward reaction prediction with 1.9M reactions from USPTO patents (1976-2016). The task is: Predict the product of the given reaction. (1) Given the reactants [Br:1][C:2]1[CH:7]=[CH:6][C:5]([S:8]([N:11]2[C:19]3[C:14](=[CH:15][CH:16]=[CH:17][CH:18]=3)[CH:13]=[C:12]2[CH2:20][OH:21])(=[O:10])=[O:9])=[CH:4][CH:3]=1.C(N(CC)CC)C.[Cl-].[Na+], predict the reaction product. The product is: [Br:1][C:2]1[CH:7]=[CH:6][C:5]([S:8]([N:11]2[C:19]3[C:14](=[CH:15][CH:16]=[CH:17][CH:18]=3)[CH:13]=[C:12]2[CH:20]=[O:21])(=[O:9])=[O:10])=[CH:4][CH:3]=1. (2) Given the reactants [N:1]([C:4]1[CH:9]=[CH:8][CH:7]=[CH:6][CH:5]=1)=[C:2]=[S:3].[Cl:10][C:11]1[S:15][C:14]([C:16]([NH:18][NH2:19])=[O:17])=[CH:13][CH:12]=1, predict the reaction product. The product is: [Cl:10][C:11]1[S:15][C:14]([C:16]([NH:18][NH:19][C:2](=[S:3])[NH:1][C:4]2[CH:9]=[CH:8][CH:7]=[CH:6][CH:5]=2)=[O:17])=[CH:13][CH:12]=1.